Predict the reaction yield, written as a fraction of the theoretical maximum amount of product (1.0 means a 100% yield; for example, 0.34 means a 34% yield). From a dataset of Reaction yield outcomes from USPTO patents with 853,638 reactions. (1) The reactants are [I:1][C:2]1[CH:7]=[CH:6][C:5]([OH:8])=[CH:4][CH:3]=1.C(=O)([O-])[O-].[K+].[K+].[CH2:15](Br)[C:16]1[CH:21]=[CH:20][CH:19]=[CH:18][CH:17]=1.O. The catalyst is CN(C)C=O. The product is [CH2:15]([O:8][C:5]1[CH:6]=[CH:7][C:2]([I:1])=[CH:3][CH:4]=1)[C:16]1[CH:21]=[CH:20][CH:19]=[CH:18][CH:17]=1. The yield is 0.990. (2) The catalyst is C1COCC1. The yield is 0.438. The reactants are CON(C)[C:4]([C:6]1[CH:7]=[C:8]([C:12]2[CH:17]=[CH:16][CH:15]=[CH:14][CH:13]=2)[CH:9]=[CH:10][CH:11]=1)=[O:5].[CH3:19][O:20][C:21]1[CH:22]=[C:23]([Mg]Br)[CH:24]=[C:25]([O:29][CH3:30])[C:26]=1[O:27][CH3:28]. The product is [C:8]1([C:12]2[CH:13]=[CH:14][CH:15]=[CH:16][CH:17]=2)[CH:9]=[CH:10][CH:11]=[C:6]([C:4]([C:23]2[CH:24]=[C:25]([O:29][CH3:30])[C:26]([O:27][CH3:28])=[C:21]([O:20][CH3:19])[CH:22]=2)=[O:5])[CH:7]=1. (3) The reactants are [CH:1]([C:3]1[CH:12]=[CH:11][C:6]([C:7]([O:9][CH3:10])=[O:8])=[CH:5][N:4]=1)=[CH2:2].[CH3:13][O:14][C:15]1[CH:20]=[C:19]([O:21][CH3:22])[CH:18]=[CH:17][C:16]=1[CH2:23][NH2:24].CC(O)=O. The catalyst is CO. The product is [CH3:13][O:14][C:15]1[CH:20]=[C:19]([O:21][CH3:22])[CH:18]=[CH:17][C:16]=1[CH2:23][NH:24][CH2:2][CH2:1][C:3]1[CH:12]=[CH:11][C:6]([C:7]([O:9][CH3:10])=[O:8])=[CH:5][N:4]=1. The yield is 0.270. (4) The reactants are C(C1C=CC=C2C=1N=C(C1(C3C=CC=CC=3)CC1)C(O)=[C:8]2[C:23]([OH:25])=[O:24])C.[Cl:26][C:27]1[CH:35]=[C:34]2[C:30]([C:31](=[O:37])[C:32](=O)[NH:33]2)=[CH:29][CH:28]=1.C(OCC([C:45]1([C:48]2[CH:53]=[CH:52][C:51]([Cl:54])=[CH:50][CH:49]=2)[CH2:47][CH2:46]1)=O)(=O)C. No catalyst specified. The product is [Cl:26][C:27]1[CH:35]=[C:34]2[C:30]([C:8]([C:23]([OH:25])=[O:24])=[C:31]([OH:37])[C:32]([C:45]3([C:48]4[CH:53]=[CH:52][C:51]([Cl:54])=[CH:50][CH:49]=4)[CH2:46][CH2:47]3)=[N:33]2)=[CH:29][CH:28]=1. The yield is 0.190. (5) The reactants are [OH:1][C@H:2]([CH3:6])[C:3](N)=O.F[B-](F)(F)F.C([O+](CC)CC)C.C([O:22][CH2:23][CH:24]1[CH2:29][CH2:28][C@H:27]([NH:30][C:31]2[C:36]([NH2:37])=[CH:35][N:34]=[C:33]3[CH:38]=[CH:39][S:40][C:32]=23)[CH2:26][O:25]1)(=O)C.[OH-].[Li+]. The catalyst is C1COCC1.C(O)C.O.CO. The product is [OH:22][CH2:23][CH:24]1[O:25][CH2:26][C@@H:27]([N:30]2[C:31]3=[C:32]4[S:40][CH:39]=[CH:38][C:33]4=[N:34][CH:35]=[C:36]3[N:37]=[C:3]2[C@H:2]([OH:1])[CH3:6])[CH2:28][CH2:29]1. The yield is 0.630. (6) The reactants are [CH3:1][N:2]([CH3:15])[S:3]([C:6]1[C:11]([Cl:12])=[CH:10][CH:9]=[C:8]([NH2:13])[C:7]=1[OH:14])(=[O:5])=[O:4].[Cl:16][C:17]1[C:22]([Cl:23])=[CH:21][CH:20]=[CH:19][C:18]=1[N:24]=[C:25]=[S:26]. The catalyst is CN(C)C=O. The product is [Cl:12][C:11]1[CH:10]=[CH:9][C:8]([NH:13][C:25]([NH:24][C:18]2[CH:19]=[CH:20][CH:21]=[C:22]([Cl:23])[C:17]=2[Cl:16])=[S:26])=[C:7]([OH:14])[C:6]=1[S:3]([N:2]([CH3:15])[CH3:1])(=[O:5])=[O:4]. The yield is 0.680. (7) The reactants are [CH3:1][NH:2][C:3]1[CH:8]=[CH:7][C:6]([OH:9])=[CH:5][CH:4]=1.[CH3:10][C:11]([Si:14](Cl)([CH3:16])[CH3:15])([CH3:13])[CH3:12].N1C=CN=C1.O. The catalyst is C(Cl)Cl. The product is [Si:14]([O:9][C:6]1[CH:7]=[CH:8][C:3]([NH:2][CH3:1])=[CH:4][CH:5]=1)([C:11]([CH3:13])([CH3:12])[CH3:10])([CH3:16])[CH3:15]. The yield is 0.430. (8) The reactants are [F:1][C:2]1[CH:3]=[C:4]([OH:12])[C:5](=[CH:10][CH:11]=1)[C:6]([O:8][CH3:9])=[O:7].[CH3:13][N:14]([CH3:18])[C:15](Cl)=[S:16].N12CCN(CC1)CC2.C(OCC)(=O)C. The catalyst is CN(C=O)C.O. The product is [CH3:13][N:14]([CH3:18])[C:15]([O:12][C:4]1[CH:3]=[C:2]([F:1])[CH:11]=[CH:10][C:5]=1[C:6]([O:8][CH3:9])=[O:7])=[S:16]. The yield is 0.800.